From a dataset of NCI-60 drug combinations with 297,098 pairs across 59 cell lines. Regression. Given two drug SMILES strings and cell line genomic features, predict the synergy score measuring deviation from expected non-interaction effect. (1) Drug 1: C1=C(C(=O)NC(=O)N1)N(CCCl)CCCl. Drug 2: CC1C(C(CC(O1)OC2CC(OC(C2O)C)OC3=CC4=CC5=C(C(=O)C(C(C5)C(C(=O)C(C(C)O)O)OC)OC6CC(C(C(O6)C)O)OC7CC(C(C(O7)C)O)OC8CC(C(C(O8)C)O)(C)O)C(=C4C(=C3C)O)O)O)O. Cell line: HT29. Synergy scores: CSS=17.7, Synergy_ZIP=-2.79, Synergy_Bliss=4.14, Synergy_Loewe=-54.3, Synergy_HSA=1.65. (2) Drug 1: C1CCC(C1)C(CC#N)N2C=C(C=N2)C3=C4C=CNC4=NC=N3. Drug 2: C1CN1P(=S)(N2CC2)N3CC3. Cell line: HL-60(TB). Synergy scores: CSS=66.1, Synergy_ZIP=6.15, Synergy_Bliss=10.8, Synergy_Loewe=-21.1, Synergy_HSA=3.44. (3) Drug 1: C1=NC2=C(N1)C(=S)N=C(N2)N. Drug 2: CC1=C(N=C(N=C1N)C(CC(=O)N)NCC(C(=O)N)N)C(=O)NC(C(C2=CN=CN2)OC3C(C(C(C(O3)CO)O)O)OC4C(C(C(C(O4)CO)O)OC(=O)N)O)C(=O)NC(C)C(C(C)C(=O)NC(C(C)O)C(=O)NCCC5=NC(=CS5)C6=NC(=CS6)C(=O)NCCC[S+](C)C)O. Cell line: SW-620. Synergy scores: CSS=12.7, Synergy_ZIP=-4.13, Synergy_Bliss=-0.593, Synergy_Loewe=-1.68, Synergy_HSA=-1.14. (4) Drug 1: C1=CC(=CC=C1C#N)C(C2=CC=C(C=C2)C#N)N3C=NC=N3. Drug 2: C(CN)CNCCSP(=O)(O)O. Cell line: NCIH23. Synergy scores: CSS=7.78, Synergy_ZIP=6.07, Synergy_Bliss=9.11, Synergy_Loewe=3.84, Synergy_HSA=5.55. (5) Drug 1: CC1=CC2C(CCC3(C2CCC3(C(=O)C)OC(=O)C)C)C4(C1=CC(=O)CC4)C. Drug 2: CC(C)(C#N)C1=CC(=CC(=C1)CN2C=NC=N2)C(C)(C)C#N. Cell line: MOLT-4. Synergy scores: CSS=-0.735, Synergy_ZIP=-2.51, Synergy_Bliss=-6.67, Synergy_Loewe=-7.24, Synergy_HSA=-6.79. (6) Drug 1: C1CN1C2=NC(=NC(=N2)N3CC3)N4CC4. Drug 2: C1=CC(=C2C(=C1NCCNCCO)C(=O)C3=C(C=CC(=C3C2=O)O)O)NCCNCCO. Cell line: MOLT-4. Synergy scores: CSS=99.7, Synergy_ZIP=1.09, Synergy_Bliss=1.03, Synergy_Loewe=0.742, Synergy_HSA=1.56. (7) Synergy scores: CSS=5.36, Synergy_ZIP=2.63, Synergy_Bliss=-1.86, Synergy_Loewe=-1.94, Synergy_HSA=-0.720. Cell line: NCI-H226. Drug 1: CC1=C(C(CCC1)(C)C)C=CC(=CC=CC(=CC(=O)O)C)C. Drug 2: C1CN1C2=NC(=NC(=N2)N3CC3)N4CC4.